This data is from Full USPTO retrosynthesis dataset with 1.9M reactions from patents (1976-2016). The task is: Predict the reactants needed to synthesize the given product. (1) Given the product [NH2:14][C@:10]1([C:11]([OH:22])=[O:17])[CH2:18][CH2:19][C@H:8]([C:5]2[CH:6]=[CH:7][C:2]([Br:1])=[CH:3][CH:4]=2)[CH2:9]1, predict the reactants needed to synthesize it. The reactants are: [Br:1][C:2]1[CH:7]=[CH:6][C:5]([C@H:8]2[CH2:19][CH2:18][C@@:10]3([NH:14]C(=O)N(C)[C:11]3=[O:17])[CH2:9]2)=[CH:4][CH:3]=1.[OH-].[Na+].[O:22]1CCOCC1.Cl. (2) Given the product [C:1]([C:5]1[CH:9]=[C:8]([NH:10][C:11]([NH:13][CH2:14][C:15]2[CH:16]=[CH:17][C:18]([C:21]3[N:25]4[CH:26]=[CH:27][C:28]([C:30]5[CH:35]=[CH:34][C:33]([S:36]([CH3:39])(=[O:37])=[O:38])=[CH:32][CH:31]=5)=[CH:29][C:24]4=[N:23][CH:22]=3)=[CH:19][CH:20]=2)=[O:12])[N:7]([CH2:40][CH2:41][N:47]2[CH2:52][CH2:51][O:50][CH2:49][CH2:48]2)[N:6]=1)([CH3:2])([CH3:3])[CH3:4], predict the reactants needed to synthesize it. The reactants are: [C:1]([C:5]1[CH:9]=[C:8]([NH:10][C:11]([NH:13][CH2:14][C:15]2[CH:20]=[CH:19][C:18]([C:21]3[N:25]4[CH:26]=[CH:27][C:28]([C:30]5[CH:35]=[CH:34][C:33]([S:36]([CH3:39])(=[O:38])=[O:37])=[CH:32][CH:31]=5)=[CH:29][C:24]4=[N:23][CH:22]=3)=[CH:17][CH:16]=2)=[O:12])[N:7]([CH2:40][CH2:41]OS(C)(=O)=O)[N:6]=1)([CH3:4])([CH3:3])[CH3:2].[NH:47]1[CH2:52][CH2:51][O:50][CH2:49][CH2:48]1.CCOC(C)=O. (3) Given the product [O:11]=[C:3]1[NH:4][C:5]2[CH:10]=[C:9]([S:13]([Cl:12])(=[O:15])=[O:14])[CH:8]=[CH:7][C:6]=2[S:1][CH2:2]1, predict the reactants needed to synthesize it. The reactants are: [S:1]1[C:6]2[CH:7]=[CH:8][CH:9]=[CH:10][C:5]=2[NH:4][C:3](=[O:11])[CH2:2]1.[Cl:12][S:13](O)(=[O:15])=[O:14]. (4) Given the product [C:23]([O:26][CH2:27][C:28]1[C:29]([N:37]2[CH2:48][CH2:47][N:46]3[C:39](=[CH:40][C:41]4[CH2:42][C:43]([CH3:50])([CH3:49])[CH2:44][C:45]=43)[C:38]2=[O:51])=[N:30][CH:31]=[CH:32][C:33]=1[C:2]1[CH:3]=[C:4]([NH:10][C:11]2[CH:16]=[CH:15][C:14]([O:17][CH:18]3[CH2:21][N:20]([CH3:22])[CH2:19]3)=[CH:13][N:12]=2)[C:5](=[O:9])[N:6]([CH3:8])[CH:7]=1)(=[O:25])[CH3:24], predict the reactants needed to synthesize it. The reactants are: Br[C:2]1[CH:3]=[C:4]([NH:10][C:11]2[CH:16]=[CH:15][C:14]([O:17][CH:18]3[CH2:21][N:20]([CH3:22])[CH2:19]3)=[CH:13][N:12]=2)[C:5](=[O:9])[N:6]([CH3:8])[CH:7]=1.[C:23]([O:26][CH2:27][C:28]1[C:29]([N:37]2[CH2:48][CH2:47][N:46]3[C:39](=[CH:40][C:41]4[CH2:42][C:43]([CH3:50])([CH3:49])[CH2:44][C:45]=43)[C:38]2=[O:51])=[N:30][CH:31]=[CH:32][C:33]=1B(O)O)(=[O:25])[CH3:24].[O-]P([O-])([O-])=O.[K+].[K+].[K+].O.O.O.C([O-])(=O)C.[Na+].